This data is from Full USPTO retrosynthesis dataset with 1.9M reactions from patents (1976-2016). The task is: Predict the reactants needed to synthesize the given product. (1) Given the product [CH3:15][Si:16]([CH2:19][N:3]1[C:9]2[CH:10]=[CH:11][CH:12]=[CH:13][C:8]=2[CH:7]=[CH:6][CH:5]=[CH:4]1)([CH3:18])[CH3:17], predict the reactants needed to synthesize it. The reactants are: [H-].[Na+].[NH:3]1[C:9]2[CH:10]=[CH:11][CH:12]=[CH:13][C:8]=2[CH:7]=[CH:6][CH:5]=[CH:4]1.I[CH2:15][Si:16]([CH3:19])([CH3:18])[CH3:17]. (2) Given the product [NH2:7][C:8]1[O:9][CH2:10][CH2:11][C@:12]([C:15]2[CH:20]=[C:19]([NH:21][C:35]([C:26]3[C:25]([Cl:24])=[CH:30][C:29]([C:31]([F:33])([F:32])[F:34])=[CH:28][N:27]=3)=[O:36])[CH:18]=[CH:17][C:16]=2[F:22])([CH3:14])[N:13]=1, predict the reactants needed to synthesize it. The reactants are: C(OC(=O)[NH:7][C:8]1[O:9][CH2:10][CH2:11][C@:12]([C:15]2[CH:20]=[C:19]([NH2:21])[CH:18]=[CH:17][C:16]=2[F:22])([CH3:14])[N:13]=1)(C)(C)C.[Cl:24][C:25]1[C:26]([C:35](O)=[O:36])=[N:27][CH:28]=[C:29]([C:31]([F:34])([F:33])[F:32])[CH:30]=1. (3) The reactants are: [C:1]1([C:7]2(C(O)=O)[CH2:9][CH2:8]2)[CH:6]=[CH:5][CH:4]=[CH:3][CH:2]=1.C([N:15]([CH2:18]C)CC)C.[O:20]1CCOCC1.C1(P(N=[N+]=[N-])(C2C=CC=CC=2)=O)C=CC=CC=1.[C:43]([OH:47])([CH3:46])([CH3:45])[CH3:44]. Given the product [C:43]([O:47][C:18](=[O:20])[NH:15][C:7]1([C:1]2[CH:2]=[CH:3][CH:4]=[CH:5][CH:6]=2)[CH2:8][CH2:9]1)([CH3:46])([CH3:45])[CH3:44], predict the reactants needed to synthesize it. (4) Given the product [CH2:12]([CH:14]([CH2:17][CH3:18])[CH2:15][O:16][C:7](=[O:8])[C:6]1[CH:10]=[CH:11][C:3]([CH2:2][Br:1])=[CH:4][CH:5]=1)[CH3:13], predict the reactants needed to synthesize it. The reactants are: [Br:1][CH2:2][C:3]1[CH:11]=[CH:10][C:6]([C:7](Cl)=[O:8])=[CH:5][CH:4]=1.[CH2:12]([CH:14]([CH2:17][CH3:18])[CH2:15][OH:16])[CH3:13]. (5) Given the product [NH2:1][C:4]1[N:9]=[CH:8][C:7]([CH2:10][CH2:11][OH:12])=[CH:6][CH:5]=1, predict the reactants needed to synthesize it. The reactants are: [N+:1]([C:4]1[N:9]=[CH:8][C:7]([CH2:10][C:11](OCC)=[O:12])=[CH:6][CH:5]=1)([O-])=O.[H-].[H-].[H-].[H-].[Li+].[Al+3]. (6) Given the product [Br:2][C:3]1[CH:4]=[CH:5][C:6]([C:9]2[CH:10]=[CH:11][C:12]([C:15]3[N:16]=[C:17]([C@@H:20]4[CH2:24][CH2:23][CH2:22][N:21]4[C:31](=[O:32])[C@@H:30]([NH:29][C:27](=[O:28])[O:26][CH3:25])[CH:34]([CH3:36])[CH3:35])[NH:18][CH:19]=3)=[CH:13][CH:14]=2)=[CH:7][CH:8]=1, predict the reactants needed to synthesize it. The reactants are: Cl.[Br:2][C:3]1[CH:8]=[CH:7][C:6]([C:9]2[CH:14]=[CH:13][C:12]([C:15]3[N:16]=[C:17]([C@@H:20]4[CH2:24][CH2:23][CH2:22][NH:21]4)[NH:18][CH:19]=3)=[CH:11][CH:10]=2)=[CH:5][CH:4]=1.[CH3:25][O:26][C:27]([NH:29][C@@H:30]([CH:34]([CH3:36])[CH3:35])[C:31](O)=[O:32])=[O:28].CCN(C(C)C)C(C)C.CN(C(ON1N=NC2C=CC=NC1=2)=[N+](C)C)C.F[P-](F)(F)(F)(F)F. (7) Given the product [NH:22]1[C:23]2[CH:28]=[CH:27][CH:26]=[CH:25][C:24]=2[N:29]=[C:1]1[C:3]1[CH:8]=[CH:7][C:6]([CH:9]2[O:14][CH2:13][CH2:12][N:11]([C:15]([O:17][C:18]([CH3:21])([CH3:20])[CH3:19])=[O:16])[CH2:10]2)=[CH:5][CH:4]=1, predict the reactants needed to synthesize it. The reactants are: [CH:1]([C:3]1[CH:8]=[CH:7][C:6]([CH:9]2[O:14][CH2:13][CH2:12][N:11]([C:15]([O:17][C:18]([CH3:21])([CH3:20])[CH3:19])=[O:16])[CH2:10]2)=[CH:5][CH:4]=1)=O.[NH2:22][C:23]1[CH:28]=[CH:27][CH:26]=[CH:25][C:24]=1[NH2:29].S(S([O-])=O)([O-])(=O)=O.[Na+].[Na+].O. (8) Given the product [CH3:1][S:2]([C:5]1[N:6]=[CH:7][C:8]([O:11][C:12]2[CH:17]=[CH:16][C:15]([NH2:18])=[CH:14][CH:13]=2)=[CH:9][CH:10]=1)(=[O:4])=[O:3], predict the reactants needed to synthesize it. The reactants are: [CH3:1][S:2]([C:5]1[CH:10]=[CH:9][C:8]([O:11][C:12]2[CH:17]=[CH:16][C:15]([N+:18]([O-])=O)=[CH:14][CH:13]=2)=[CH:7][N:6]=1)(=[O:4])=[O:3]. (9) Given the product [CH3:20][O:19][C@@H:5]([CH2:6][C:7]1[CH:8]=[CH:9][C:10]([C:13]#[C:14][CH2:15][CH2:16][CH2:17][O:18][C:32]2[CH:33]=[CH:34][C:29]([O:22][C:23]3[CH:28]=[CH:27][CH:26]=[CH:25][CH:24]=3)=[CH:30][CH:31]=2)=[CH:11][CH:12]=1)[C:4]([OH:3])=[O:21], predict the reactants needed to synthesize it. The reactants are: C([O:3][C:4](=[O:21])[C@@H:5]([O:19][CH3:20])[CH2:6][C:7]1[CH:12]=[CH:11][C:10]([C:13]#[C:14][CH2:15][CH2:16][CH2:17][OH:18])=[CH:9][CH:8]=1)C.[O:22]([C:29]1[CH:34]=[CH:33][C:32](O)=[CH:31][CH:30]=1)[C:23]1[CH:28]=[CH:27][CH:26]=[CH:25][CH:24]=1. (10) Given the product [CH3:17][C:12]1([CH3:18])[C:13]([CH3:16])([CH3:15])[O:14][B:10]([C:2]2[CH:3]=[C:4]([NH2:9])[C:5]([NH2:8])=[N:6][CH:7]=2)[O:11]1, predict the reactants needed to synthesize it. The reactants are: Br[C:2]1[CH:3]=[C:4]([NH2:9])[C:5]([NH2:8])=[N:6][CH:7]=1.[B:10]1([B:10]2[O:14][C:13]([CH3:16])([CH3:15])[C:12]([CH3:18])([CH3:17])[O:11]2)[O:14][C:13]([CH3:16])([CH3:15])[C:12]([CH3:18])([CH3:17])[O:11]1.C(Cl)Cl.CC([O-])=O.[K+].